The task is: Predict the product of the given reaction.. This data is from Forward reaction prediction with 1.9M reactions from USPTO patents (1976-2016). (1) Given the reactants [NH2:1][C@@H:2]([C@H:10]([C@@H:12]1[C@@H:16]([O:17][Si:18]([C:21]([CH3:24])([CH3:23])[CH3:22])([CH3:20])[CH3:19])[C@@H:15]([O:25][Si:26]([C:29]([CH3:32])([CH3:31])[CH3:30])([CH3:28])[CH3:27])[C@H:14]([N:33]2[CH:38]=[CH:37][C:36](=[O:39])[N:35]([CH2:40][C:41]3[CH:46]=[CH:45][C:44]([O:47][CH3:48])=[CH:43][CH:42]=3)[C:34]2=[O:49])[O:13]1)[OH:11])[C:3]([O:5][C:6]([CH3:9])([CH3:8])[CH3:7])=[O:4].[CH2:50]([O:57][C:58]([NH:60][C@H:61]([C:73](=[O:79])[NH:74][CH2:75][CH2:76][CH:77]=O)[CH2:62][C:63]([O:65][CH2:66][C:67]1[CH:72]=[CH:71][CH:70]=[CH:69][CH:68]=1)=[O:64])=[O:59])[C:51]1[CH:56]=[CH:55][CH:54]=[CH:53][CH:52]=1.C(O[BH-](OC(=O)C)OC(=O)C)(=O)C.[Na+], predict the reaction product. The product is: [CH2:66]([O:65][C:63](=[O:64])[CH2:62][C@@H:61]([C:73](=[O:79])[NH:74][CH2:75][CH2:76][CH2:77][NH:1][C@@H:2]([C@H:10]([CH:12]1[C@@H:16]([O:17][Si:18]([C:21]([CH3:22])([CH3:23])[CH3:24])([CH3:20])[CH3:19])[C@@H:15]([O:25][Si:26]([C:29]([CH3:32])([CH3:31])[CH3:30])([CH3:27])[CH3:28])[C@H:14]([N:33]2[CH:38]=[CH:37][C:36](=[O:39])[N:35]([CH2:40][C:41]3[CH:46]=[CH:45][C:44]([O:47][CH3:48])=[CH:43][CH:42]=3)[C:34]2=[O:49])[O:13]1)[OH:11])[C:3]([O:5][C:6]([CH3:7])([CH3:9])[CH3:8])=[O:4])[NH:60][C:58](=[O:59])[O:57][CH2:50][C:51]1[CH:56]=[CH:55][CH:54]=[CH:53][CH:52]=1)[C:67]1[CH:72]=[CH:71][CH:70]=[CH:69][CH:68]=1. (2) The product is: [CH3:18][O:17][C@H:16]([CH3:19])[C@@H:15]([C:20]([O:22][CH3:23])=[O:21])[NH:14][C:12]([C:3]1[C:2]([NH:1][C:25]([NH:24][C:27]2[C:28]([CH3:35])=[CH:29][C:30]([CH3:34])=[CH:31][C:32]=2[CH3:33])=[O:26])=[CH:11][C:10]2[C:5](=[CH:6][CH:7]=[CH:8][CH:9]=2)[CH:4]=1)=[O:13]. Given the reactants [NH2:1][C:2]1[C:3]([C:12]([NH:14][C@H:15]([C:20]([O:22][CH3:23])=[O:21])[C@@H:16]([CH3:19])[O:17][CH3:18])=[O:13])=[CH:4][C:5]2[C:10]([CH:11]=1)=[CH:9][CH:8]=[CH:7][CH:6]=2.[N:24]([C:27]1[C:32]([CH3:33])=[CH:31][C:30]([CH3:34])=[CH:29][C:28]=1[CH3:35])=[C:25]=[O:26], predict the reaction product. (3) Given the reactants [C:1]([O:5][C@@H:6]([C:12]1[C:37]([CH3:38])=[CH:36][C:15]2[N:16]=[C:17]([C:19]3[CH:24]=[CH:23][N:22]=[C:21]([N:25]4[CH:34]=[CH:33][C:32]5[C:27](=[CH:28][CH:29]=[N:30][CH:31]=5)[C:26]4=[O:35])[CH:20]=3)[S:18][C:14]=2[C:13]=1[C:39]1[CH:44]=[CH:43][C:42]([Cl:45])=[CH:41][CH:40]=1)[C:7]([O:9]CC)=[O:8])([CH3:4])([CH3:3])[CH3:2].[Li+].[I-], predict the reaction product. The product is: [C:1]([O:5][C@@H:6]([C:12]1[C:37]([CH3:38])=[CH:36][C:15]2[N:16]=[C:17]([C:19]3[CH:24]=[CH:23][N:22]=[C:21]([N:25]4[CH:34]=[CH:33][C:32]5[C:27](=[CH:28][CH:29]=[N:30][CH:31]=5)[C:26]4=[O:35])[CH:20]=3)[S:18][C:14]=2[C:13]=1[C:39]1[CH:44]=[CH:43][C:42]([Cl:45])=[CH:41][CH:40]=1)[C:7]([OH:9])=[O:8])([CH3:4])([CH3:2])[CH3:3]. (4) Given the reactants [CH3:1][C:2]1[CH:7]=[CH:6][C:5]([C:8]2[C:9]([C:13]([F:16])([F:15])[F:14])=[N:10][NH:11][CH:12]=2)=[CH:4][C:3]=1[CH:17]([S:22][CH:23]([C:28]1[CH:33]=[C:32]([C:34]2[C:35]([C:39]([F:42])([F:41])[F:40])=[N:36][NH:37][CH:38]=2)[CH:31]=[CH:30][C:29]=1[CH3:43])[C:24]([F:27])([F:26])[F:25])[C:18]([F:21])([F:20])[F:19].ClC1C=CC=C(C(OO)=[O:52])C=1.S([O-])([O-])=O.[Na+].[Na+], predict the reaction product. The product is: [CH3:1][C:2]1[CH:7]=[CH:6][C:5]([C:8]2[C:9]([C:13]([F:16])([F:15])[F:14])=[N:10][NH:11][CH:12]=2)=[CH:4][C:3]=1[CH:17]([S:22]([CH:23]([C:28]1[CH:33]=[C:32]([C:34]2[C:35]([C:39]([F:42])([F:40])[F:41])=[N:36][NH:37][CH:38]=2)[CH:31]=[CH:30][C:29]=1[CH3:43])[C:24]([F:25])([F:26])[F:27])=[O:52])[C:18]([F:19])([F:20])[F:21]. (5) Given the reactants [NH2:1][C:2]1[CH:3]=[CH:4][C:5]([O:8][C:9]2[CH:19]=[CH:18][C:12]([C:13]([O:15][CH2:16][CH3:17])=[O:14])=[CH:11][CH:10]=2)=[N:6][CH:7]=1.[CH3:20][C:21]1[CH:22]=[C:23]([CH:27]=[CH:28][C:29]=1[CH3:30])[C:24](O)=[O:25].O.ON1C2C=CC=CC=2N=N1.Cl.C(N=C=NCCCN(C)C)C, predict the reaction product. The product is: [CH3:20][C:21]1[CH:22]=[C:23]([CH:27]=[CH:28][C:29]=1[CH3:30])[C:24]([NH:1][C:2]1[CH:3]=[CH:4][C:5]([O:8][C:9]2[CH:19]=[CH:18][C:12]([C:13]([O:15][CH2:16][CH3:17])=[O:14])=[CH:11][CH:10]=2)=[N:6][CH:7]=1)=[O:25]. (6) Given the reactants CS(O[CH2:6][C@H:7]1[CH2:12][O:11][CH2:10][CH2:9][O:8]1)(=O)=O.[F:13][C:14]1[CH:19]=[CH:18][C:17]([C:20]2[C:21](=[O:31])[C:22]([C:26]([O:28]CC)=[O:27])=[CH:23][NH:24][CH:25]=2)=[CH:16][CH:15]=1.C(=O)([O-])[O-].[Cs+].[Cs+].[OH-].[Na+].Cl, predict the reaction product. The product is: [O:8]1[CH2:9][CH2:10][O:11][CH2:12][C@@H:7]1[CH2:6][N:24]1[CH:25]=[C:20]([C:17]2[CH:16]=[CH:15][C:14]([F:13])=[CH:19][CH:18]=2)[C:21](=[O:31])[C:22]([C:26]([OH:28])=[O:27])=[CH:23]1.